This data is from Full USPTO retrosynthesis dataset with 1.9M reactions from patents (1976-2016). The task is: Predict the reactants needed to synthesize the given product. (1) Given the product [CH3:36][O:35][C:29]1[CH:28]=[C:27]([CH:32]=[CH:31][C:30]=1[O:33][CH3:34])[C:26]([N:14]([CH2:15][C:16]1[CH:25]=[CH:24][C:23]2[C:18](=[CH:19][CH:20]=[CH:21][CH:22]=2)[CH:17]=1)[CH2:13][C@@H:9]1[CH2:10][CH2:11][CH2:12][NH:8]1)=[O:37], predict the reactants needed to synthesize it. The reactants are: C(OC([N:8]1[CH2:12][CH2:11][CH2:10][CH:9]1[CH2:13][N:14]([C:26](=[O:37])[C:27]1[CH:32]=[CH:31][C:30]([O:33][CH3:34])=[C:29]([O:35][CH3:36])[CH:28]=1)[CH2:15][C:16]1[CH:25]=[CH:24][C:23]2[C:18](=[CH:19][CH:20]=[CH:21][CH:22]=2)[CH:17]=1)=O)(C)(C)C.C(=O)(O)[O-].[Na+].C(#N)C. (2) Given the product [Br:1][C:2]1[C:3](=[O:4])[N:10]([CH3:9])[C:5](=[O:7])[CH:6]=1, predict the reactants needed to synthesize it. The reactants are: [Br:1][C:2]1[C:3](=O)[O:4][C:5](=[O:7])[CH:6]=1.[CH3:9][NH2:10].C(OC(=O)C)(=O)C. (3) Given the product [CH3:29][O:28][C:24](=[O:27])[CH:25]=[CH2:26].[CH3:36][O:35][C:30](=[O:34])[C:31]([CH3:33])=[CH2:32].[C:37]([OH:41])(=[O:40])[CH:38]=[CH2:39], predict the reactants needed to synthesize it. The reactants are: C1(S(OCCCCCCCCCCCC)(=O)=O)C=CC=CC=1.[Na].[C:24]([O:28][CH3:29])(=[O:27])[CH:25]=[CH2:26].[C:30]([O:35][CH3:36])(=[O:34])[C:31]([CH3:33])=[CH2:32].[C:37]([OH:41])(=[O:40])[CH:38]=[CH2:39].S(OOS([O-])(=O)=O)([O-])(=O)=O.[K+].[K+]. (4) Given the product [CH:1]([C:4]1[C:12]([C:13]2[NH:17][C:16]([CH2:18][CH2:19][O:20][CH3:21])=[N:15][N:14]=2)=[CH:11][C:7]([C:8]([N:24]2[CH2:29][CH2:28][CH:27]([C:30]3[CH:37]=[CH:36][C:33]([C:34]#[N:35])=[CH:32][CH:31]=3)[CH2:26][CH2:25]2)=[O:10])=[C:6]([CH3:22])[CH:5]=1)([CH3:2])[CH3:3], predict the reactants needed to synthesize it. The reactants are: [CH:1]([C:4]1[C:12]([C:13]2[NH:17][C:16]([CH2:18][CH2:19][O:20][CH3:21])=[N:15][N:14]=2)=[CH:11][C:7]([C:8]([OH:10])=O)=[C:6]([CH3:22])[CH:5]=1)([CH3:3])[CH3:2].Cl.[NH:24]1[CH2:29][CH2:28][CH:27]([C:30]2[CH:37]=[CH:36][C:33]([C:34]#[N:35])=[CH:32][CH:31]=2)[CH2:26][CH2:25]1.O.ON1C2C=CC=CC=2N=N1.Cl.C(N=C=NCCCN(C)C)C.CCN(C(C)C)C(C)C. (5) Given the product [Cl:1][C:2]1[C:11]2[C:6](=[CH:7][CH:8]=[CH:9][CH:10]=2)[C:5]([O:12][CH2:13][CH2:14][CH2:15][C:16]2[C:24]3[C:19](=[C:20]([C:25]4[CH:30]=[CH:29][CH:28]=[CH:27][C:26]=4[O:31][CH3:32])[CH:21]=[CH:22][CH:23]=3)[NH:18][C:17]=2[C:33]([OH:35])=[O:34])=[CH:4][CH:3]=1, predict the reactants needed to synthesize it. The reactants are: [Cl:1][C:2]1[C:11]2[C:6](=[CH:7][CH:8]=[CH:9][CH:10]=2)[C:5]([O:12][CH2:13][CH2:14][CH2:15][C:16]2[C:24]3[C:19](=[C:20]([C:25]4[CH:30]=[CH:29][CH:28]=[CH:27][C:26]=4[O:31][CH3:32])[CH:21]=[CH:22][CH:23]=3)[NH:18][C:17]=2[C:33]([O:35]CC)=[O:34])=[CH:4][CH:3]=1.O[Li].O.Cl. (6) Given the product [CH3:23][CH:21]([CH3:22])[CH2:20][CH2:19][N:18]1[C:17]2[CH:24]=[CH:25][C:26]([C:28]#[N:29])=[CH:27][C:16]=2[N:15]=[C:14]1[CH2:13][N:6]1[C:7]2[CH:12]=[CH:11][N:38]=[CH:9][C:8]=2[NH:4][C:5]1=[O:30], predict the reactants needed to synthesize it. The reactants are: C([N:4]1[C:8]2[CH:9]=C[CH:11]=[CH:12][C:7]=2[N:6]([CH2:13][C:14]2[N:18]([CH2:19][CH2:20][CH:21]([CH3:23])[CH3:22])[C:17]3[CH:24]=[CH:25][C:26]([C:28]#[N:29])=[CH:27][C:16]=3[N:15]=2)[C:5]1=[O:30])(C)C.C(OC([N:38]1C2C=CN=CC=2NC1=O)=O)(C)(C)C.